From a dataset of Forward reaction prediction with 1.9M reactions from USPTO patents (1976-2016). Predict the product of the given reaction. (1) Given the reactants [C:1]([CH2:3][C:4]1[C:5]([CH3:34])=[C:6]([NH:12][C:13]([C:15]2[S:16][CH:17]=[CH:18][C:19]=2[S:20]([N:23]([C:27]2[O:31][N:30]=[C:29]([CH3:32])[C:28]=2[CH3:33])COC)(=[O:22])=[O:21])=[O:14])[C:7]([CH3:11])=[CH:8][C:9]=1[CH3:10])#[N:2].Cl, predict the reaction product. The product is: [C:1]([CH2:3][C:4]1[C:5]([CH3:34])=[C:6]([NH:12][C:13]([C:15]2[S:16][CH:17]=[CH:18][C:19]=2[S:20](=[O:22])(=[O:21])[NH:23][C:27]2[O:31][N:30]=[C:29]([CH3:32])[C:28]=2[CH3:33])=[O:14])[C:7]([CH3:11])=[CH:8][C:9]=1[CH3:10])#[N:2]. (2) Given the reactants [CH2:1]([O:3][C:4](=[O:10])[CH:5]([CH3:9])[C:6](=O)[CH3:7])[CH3:2].[CH:11]1([NH2:16])[CH2:15][CH2:14][CH2:13][CH2:12]1.C(O[BH-](OC(=O)C)OC(=O)C)(=O)C.[Na+].C(O)(=O)C, predict the reaction product. The product is: [CH2:1]([O:3][C:4](=[O:10])[CH:5]([CH3:9])[CH:6]([NH:16][CH:11]1[CH2:15][CH2:14][CH2:13][CH2:12]1)[CH3:7])[CH3:2]. (3) The product is: [C:1]([O:5][C:6]([N:8]1[C:16]2[C:11](=[CH:12][C:13]([CH2:17][N:55]3[CH2:56][CH2:57][CH:52]([F:51])[CH2:53][CH2:54]3)=[CH:14][CH:15]=2)[CH:10]=[C:9]1[C:19]1[C:20](=[O:49])[N:21]([CH2:41][O:42][CH2:43][CH2:44][Si:45]([CH3:48])([CH3:47])[CH3:46])[CH:22]=[C:23]([NH:25][C:26]([C:28]2[CH:29]=[N:30][N:31]([CH2:33][C:34]3[CH:39]=[CH:38][C:37]([CH3:40])=[CH:36][CH:35]=3)[CH:32]=2)=[O:27])[CH:24]=1)=[O:7])([CH3:2])([CH3:3])[CH3:4]. Given the reactants [C:1]([O:5][C:6]([N:8]1[C:16]2[C:11](=[CH:12][C:13]([CH:17]=O)=[CH:14][CH:15]=2)[CH:10]=[C:9]1[C:19]1[C:20](=[O:49])[N:21]([CH2:41][O:42][CH2:43][CH2:44][Si:45]([CH3:48])([CH3:47])[CH3:46])[CH:22]=[C:23]([NH:25][C:26]([C:28]2[CH:29]=[N:30][N:31]([CH2:33][C:34]3[CH:39]=[CH:38][C:37]([CH3:40])=[CH:36][CH:35]=3)[CH:32]=2)=[O:27])[CH:24]=1)=[O:7])([CH3:4])([CH3:3])[CH3:2].Cl.[F:51][CH:52]1[CH2:57][CH2:56][NH:55][CH2:54][CH2:53]1.C(O[BH-](OC(=O)C)OC(=O)C)(=O)C.[Na+], predict the reaction product. (4) Given the reactants [C:1]1([NH:7][C:8]([N:10]2[C:18]3[C:13](=[CH:14][C:15]([NH:19][C:20]4[CH:25]=[CH:24][N:23]=[C:22]([NH2:26])[CH:21]=4)=[CH:16][CH:17]=3)[CH:12]=[CH:11]2)=[O:9])[CH:6]=[CH:5][CH:4]=[CH:3][CH:2]=1.[CH2:27]([N:29]([CH2:32][CH3:33])[CH2:30]C)[CH3:28].ClC(OC1C=CC=CC=1)=[O:36].C(NCC)C, predict the reaction product. The product is: [C:1]1([NH:7][C:8]([N:10]2[C:18]3[C:13](=[CH:14][C:15]([NH:19][C:20]4[CH:25]=[CH:24][N:23]=[C:22]([NH:26][C:30]([N:29]([CH2:32][CH3:33])[CH2:27][CH3:28])=[O:36])[CH:21]=4)=[CH:16][CH:17]=3)[CH:12]=[CH:11]2)=[O:9])[CH:2]=[CH:3][CH:4]=[CH:5][CH:6]=1. (5) The product is: [CH2:1]([NH:8][C:9](=[O:46])[C:10](=[O:45])[C@@H:11]([NH:16][C:17](=[O:44])[C@@H:18]([NH:29][C:30](=[O:43])[C@@H:31]([NH:33][C:34](=[O:42])[CH2:35][N:36]1[CH2:41][CH2:40][O:39][CH2:38][CH2:37]1)[CH3:32])[CH2:19][C:20]1[C:28]2[C:23](=[CH:24][CH:25]=[CH:26][CH:27]=2)[NH:22][CH:21]=1)[CH2:12][CH2:13][CH2:14][CH3:15])[C:2]1[CH:3]=[CH:4][CH:5]=[CH:6][CH:7]=1. Given the reactants [CH2:1]([NH:8][C:9](=[O:46])[C@@H:10]([OH:45])[CH:11]([NH:16][C:17](=[O:44])[C@@H:18]([NH:29][C:30](=[O:43])[C@@H:31]([NH:33][C:34](=[O:42])[CH2:35][N:36]1[CH2:41][CH2:40][O:39][CH2:38][CH2:37]1)[CH3:32])[CH2:19][C:20]1[C:28]2[C:23](=[CH:24][CH:25]=[CH:26][CH:27]=2)[NH:22][CH:21]=1)[CH2:12][CH2:13][CH2:14][CH3:15])[C:2]1[CH:7]=[CH:6][CH:5]=[CH:4][CH:3]=1.CC(OI1(OC(C)=O)(OC(C)=O)OC(=O)C2C=CC=CC1=2)=O, predict the reaction product. (6) Given the reactants Cl[CH:2]1[C:6](=[O:7])[C:5]([C:8]2[C:13]([CH2:14][CH3:15])=[CH:12][C:11]([CH3:16])=[CH:10][C:9]=2[CH2:17][CH3:18])=[C:4]([O:19][CH3:20])[CH2:3]1.N12CCCN=C1CCCCC2.[O:32]1[CH:36]=[CH:35][CH:34]=[CH:33]1, predict the reaction product. The product is: [CH2:14]([C:13]1[CH:12]=[C:11]([CH3:16])[CH:10]=[C:9]([CH2:17][CH3:18])[C:8]=1[C:5]1[C:6](=[O:7])[CH:2]2[CH:3]([C:4]=1[O:19][CH3:20])[CH:36]1[O:32][CH:33]2[CH:34]=[CH:35]1)[CH3:15].